Dataset: Peptide-MHC class I binding affinity with 185,985 pairs from IEDB/IMGT. Task: Regression. Given a peptide amino acid sequence and an MHC pseudo amino acid sequence, predict their binding affinity value. This is MHC class I binding data. (1) The peptide sequence is FRDYVDRFYK. The MHC is HLA-B58:01 with pseudo-sequence HLA-B58:01. The binding affinity (normalized) is 0. (2) The peptide sequence is FMYTKHSMLT. The MHC is HLA-A68:02 with pseudo-sequence HLA-A68:02. The binding affinity (normalized) is 0.208. (3) The MHC is HLA-A01:01 with pseudo-sequence HLA-A01:01. The binding affinity (normalized) is 0.0847. The peptide sequence is KLYVNGKAY. (4) The peptide sequence is SLLRGLIFY. The MHC is HLA-A25:01 with pseudo-sequence HLA-A25:01. The binding affinity (normalized) is 0.0847.